This data is from Reaction yield outcomes from USPTO patents with 853,638 reactions. The task is: Predict the reaction yield, written as a fraction of the theoretical maximum amount of product (1.0 means a 100% yield; for example, 0.34 means a 34% yield). (1) The reactants are [OH:1][C:2]1[CH:7]=[CH:6][C:5]([P:8](=[O:21])([C:15]2[CH:20]=[CH:19][CH:18]=[CH:17][CH:16]=2)[C:9]2[CH:14]=[CH:13][CH:12]=[CH:11][CH:10]=2)=[CH:4][CH:3]=1.[H-].[Li+:23]. The catalyst is C(Cl)Cl. The product is [C:9]1([P:8]([C:5]2[CH:6]=[CH:7][C:2]([O-:1])=[CH:3][CH:4]=2)([C:15]2[CH:20]=[CH:19][CH:18]=[CH:17][CH:16]=2)=[O:21])[CH:14]=[CH:13][CH:12]=[CH:11][CH:10]=1.[Li+:23]. The yield is 0.930. (2) The reactants are Br[CH2:2][CH2:3][O:4][C:5]1[CH:10]=[CH:9][C:8]([NH:11][C:12](=[O:20])[C:13]2[CH:18]=[CH:17][CH:16]=[C:15]([F:19])[CH:14]=2)=[CH:7][C:6]=1[C:21]1[N:25]([CH3:26])[N:24]=[CH:23][CH:22]=1.[NH2:27][C:28]1[S:29][CH:30]=[C:31]([CH3:33])[N:32]=1.[H-].[Na+]. The catalyst is CC(N(C)C)=O. The product is [F:19][C:15]1[CH:14]=[C:13]([CH:18]=[CH:17][CH:16]=1)[C:12]([NH:11][C:8]1[CH:9]=[CH:10][C:5]([O:4][CH2:3][CH2:2][NH:27][C:28]2[S:29][CH:30]=[C:31]([CH3:33])[N:32]=2)=[C:6]([C:21]2[N:25]([CH3:26])[N:24]=[CH:23][CH:22]=2)[CH:7]=1)=[O:20]. The yield is 0.0500. (3) The reactants are [Br:1]Br.[N+:3]([C:6]1[CH:7]=[C:8]2[C:12](=[CH:13][CH:14]=1)[NH:11][CH2:10][CH2:9]2)([O-:5])=[O:4]. The catalyst is C(O)(=O)C. The product is [Br:1][C:13]1[CH:14]=[C:6]([N+:3]([O-:5])=[O:4])[CH:7]=[C:8]2[C:12]=1[NH:11][CH2:10][CH2:9]2. The yield is 0.800. (4) The reactants are [CH2:1]([O:3][C:4]1[CH:5]=[C:6]([C:10]2[CH:15]=[CH:14][C:13]([CH2:16][C:17](O)=[O:18])=[C:12]([N+:20]([O-])=O)[CH:11]=2)[CH:7]=[CH:8][CH:9]=1)[CH3:2]. The catalyst is C(O)(=O)C.[Fe]. The product is [CH2:1]([O:3][C:4]1[CH:5]=[C:6]([C:10]2[CH:11]=[C:12]3[C:13]([CH2:16][C:17](=[O:18])[NH:20]3)=[CH:14][CH:15]=2)[CH:7]=[CH:8][CH:9]=1)[CH3:2]. The yield is 0.910. (5) The reactants are [C:1]([O:5][C:6]([N:8]1[CH2:24][CH2:23][C:10]2([CH2:13][CH:12]([N:14]3[CH2:19][CH2:18][CH:17]([C:20](O)=[O:21])[CH2:16][CH2:15]3)[CH2:11]2)[CH2:9]1)=[O:7])([CH3:4])([CH3:3])[CH3:2].[C:25]([NH2:29])([CH3:28])([CH3:27])[CH3:26].CN(C(ON1N=NC2C=CC=NC1=2)=[N+](C)C)C.F[P-](F)(F)(F)(F)F.CCN(C(C)C)C(C)C. The catalyst is CN(C=O)C. The product is [C:1]([O:5][C:6]([N:8]1[CH2:24][CH2:23][C:10]2([CH2:13][CH:12]([N:14]3[CH2:15][CH2:16][CH:17]([C:20](=[O:21])[NH:29][C:25]([CH3:28])([CH3:27])[CH3:26])[CH2:18][CH2:19]3)[CH2:11]2)[CH2:9]1)=[O:7])([CH3:2])([CH3:4])[CH3:3]. The yield is 0.605.